This data is from Catalyst prediction with 721,799 reactions and 888 catalyst types from USPTO. The task is: Predict which catalyst facilitates the given reaction. (1) The catalyst class is: 3. Product: [CH3:11][C:12]1[CH:13]=[CH:14][C:15]([NH:18][C:19](=[O:31])[CH:20]=[CH:21][S:8][C:4]2[CH:5]=[CH:6][CH:7]=[C:2]([CH3:1])[CH:3]=2)=[CH:16][CH:17]=1. Reactant: [CH3:1][C:2]1[CH:3]=[C:4]([SH:8])[CH:5]=[CH:6][CH:7]=1.[H-].[Na+].[CH3:11][C:12]1[CH:17]=[CH:16][C:15]([NH:18][C:19](=[O:31])[CH:20]=[CH:21]S(C2C=CC=CC=2)(=O)=O)=[CH:14][CH:13]=1.[OH-].[Na+]. (2) Reactant: [OH-:1].[Na+].[F:3][C:4]1[CH:9]=[C:8]([C:10]([F:13])([F:12])[F:11])[CH:7]=[CH:6][C:5]=1[C:14]1[S:15][C:16]([CH2:20][S:21][C:22]2[CH:27]=[CH:26][C:25]([OH:28])=[C:24]([CH3:29])[CH:23]=2)=[C:17]([CH3:19])[N:18]=1. Product: [F:3][C:4]1[CH:9]=[C:8]([C:10]([F:11])([F:12])[F:13])[CH:7]=[CH:6][C:5]=1[C:14]1[S:15][C:16]([CH2:20][S:21][C:22]2[CH:27]=[CH:26][C:25]([O:28][C:24]([CH3:29])([CH3:23])[C:25]([OH:28])=[O:1])=[C:24]([CH3:29])[CH:23]=2)=[C:17]([CH3:19])[N:18]=1. The catalyst class is: 21. (3) Reactant: [Cl:1][C:2]1[CH:3]=[CH:4][C:5]2[N:9]=[C:8]([S:10][CH2:11][C:12]3[CH:17]=[CH:16][C:15]([CH:18]([CH3:20])[CH3:19])=[CH:14][CH:13]=3)[N:7]([C:21]3[CH:26]=[CH:25][C:24]([O:27][CH2:28][CH3:29])=[CH:23][CH:22]=3)[C:6]=2[CH:30]=1.C(OCC)(=O)C.Cl. Product: [ClH:1].[Cl:1][C:2]1[CH:3]=[CH:4][C:5]2[N:9]=[C:8]([S:10][CH2:11][C:12]3[CH:13]=[CH:14][C:15]([CH:18]([CH3:20])[CH3:19])=[CH:16][CH:17]=3)[N:7]([C:21]3[CH:22]=[CH:23][C:24]([O:27][CH2:28][CH3:29])=[CH:25][CH:26]=3)[C:6]=2[CH:30]=1. The catalyst class is: 27.